This data is from Full USPTO retrosynthesis dataset with 1.9M reactions from patents (1976-2016). The task is: Predict the reactants needed to synthesize the given product. (1) Given the product [C:16]([O:15][C:13]([N:7]1[C@@H:8]2[CH2:12][O:11][CH2:10][C@@H:9]2[N:4]2[N:3]=[C:2]([I:1])[C:20]([C:21]([OH:23])=[O:22])=[C:5]2[CH2:6]1)=[O:14])([CH3:19])([CH3:17])[CH3:18], predict the reactants needed to synthesize it. The reactants are: [I:1][C:2]1[C:20]([C:21]([O:23]CC)=[O:22])=[C:5]2[CH2:6][N:7]([C:13]([O:15][C:16]([CH3:19])([CH3:18])[CH3:17])=[O:14])[C@@H:8]3[CH2:12][O:11][CH2:10][C@@H:9]3[N:4]2[N:3]=1.[OH-].[Na+]. (2) Given the product [O:13]1[CH2:14][CH2:15][O:16][CH:12]1[C:4]1[C:3]([O:2][CH3:1])=[CH:8][CH:7]=[C:6]([N+:9]([O-:11])=[O:10])[N:5]=1, predict the reactants needed to synthesize it. The reactants are: [CH3:1][O:2][C:3]1[C:4]([CH:12]=[O:13])=[N:5][C:6]([N+:9]([O-:11])=[O:10])=[CH:7][CH:8]=1.[CH2:14](O)[CH2:15][OH:16].O. (3) Given the product [CH:10]1([C:13]2[C:18]([C:19]([N:24]3[CH2:28][CH2:27][CH:26]([C:29]4[CH:30]=[N:31][CH:32]=[CH:33][CH:34]=4)[CH2:25]3)=[O:21])=[CH:17][N:16]=[C:15]([S:22][CH3:23])[N:14]=2)[CH2:11][CH2:12]1, predict the reactants needed to synthesize it. The reactants are: C(N(C(C)C)C(C)C)C.[CH:10]1([C:13]2[C:18]([C:19]([OH:21])=O)=[CH:17][N:16]=[C:15]([S:22][CH3:23])[N:14]=2)[CH2:12][CH2:11]1.[NH:24]1[CH2:28][CH2:27][CH:26]([C:29]2[CH:30]=[N:31][CH:32]=[CH:33][CH:34]=2)[CH2:25]1.F[P-](F)(F)(F)(F)F.N1(OC(N(C)C)=[N+](C)C)C2N=CC=CC=2N=N1. (4) Given the product [C:25]([OH:27])(=[O:26])[CH3:24].[NH2:5][CH2:4][CH2:3][NH:6][C:25](=[O:26])[C:24]1[CH:23]=[CH:22][C:21]([C:18]2[N:16]3[N:17]=[C:12]([NH:11][CH2:7][CH2:8][CH2:9][CH3:10])[CH:13]=[CH:14][C:15]3=[N:20][CH:19]=2)=[CH:30][CH:29]=1, predict the reactants needed to synthesize it. The reactants are: C[Al].[CH2:3]([NH2:6])[CH2:4][NH2:5].[CH2:7]([NH:11][C:12]1[CH:13]=[CH:14][C:15]2[N:16]([C:18]([C:21]3[CH:30]=[CH:29][C:24]([C:25]([O:27]C)=[O:26])=[CH:23][CH:22]=3)=[CH:19][N:20]=2)[N:17]=1)[CH2:8][CH2:9][CH3:10].O. (5) Given the product [CH3:7][C:8]1[N:12]([CH2:30][CH2:31][S:32][CH3:33])[C:11]([C:13]([O:15][CH2:16][CH3:17])=[O:14])=[C:10]([C:18]2[CH:23]=[CH:22][CH:21]=[CH:20][CH:19]=2)[C:9]=1[C:24]([O:26][CH2:27][CH3:28])=[O:25], predict the reactants needed to synthesize it. The reactants are: CC(C)([O-])C.[K+].[CH3:7][C:8]1[NH:12][C:11]([C:13]([O:15][CH2:16][CH3:17])=[O:14])=[C:10]([C:18]2[CH:23]=[CH:22][CH:21]=[CH:20][CH:19]=2)[C:9]=1[C:24]([O:26][CH2:27][CH3:28])=[O:25].Cl[CH2:30][CH2:31][S:32][CH3:33].[Cl-].[NH4+]. (6) The reactants are: COC1C=C(OC)C=CC=1C[N:6]1[C:15]2[C:14]3[CH:16]=[C:17]4[O:22][CH2:21][O:20][C:18]4=[CH:19][C:13]=3[CH2:12][CH:11]([CH3:23])[C:10]=2[C:9]([OH:24])=[C:8]([C:25]([O:27]C)=[O:26])[C:7]1=[O:29].[I-].[Li+]. Given the product [OH:24][C:9]1[C:10]2[CH:11]([CH3:23])[CH2:12][C:13]3[CH:19]=[C:18]4[O:20][CH2:21][O:22][C:17]4=[CH:16][C:14]=3[C:15]=2[NH:6][C:7](=[O:29])[C:8]=1[C:25]([OH:27])=[O:26], predict the reactants needed to synthesize it.